Dataset: Catalyst prediction with 721,799 reactions and 888 catalyst types from USPTO. Task: Predict which catalyst facilitates the given reaction. (1) Reactant: [Cl:1][C:2]1[CH:3]=[C:4]2[C:9](=[CH:10][C:11]=1[O:12][CH:13]([CH3:15])[CH3:14])[N:8]=[C:7]([O:16][CH3:17])[C:6](/[C:18](=[N:20]/[S@@:21]([C:23]([CH3:26])([CH3:25])[CH3:24])=[O:22])/[CH3:19])=[CH:5]2.CCC(C)[BH-](C(C)CC)C(C)CC.[Li+]. Product: [Cl:1][C:2]1[CH:3]=[C:4]2[C:9](=[CH:10][C:11]=1[O:12][CH:13]([CH3:14])[CH3:15])[N:8]=[C:7]([O:16][CH3:17])[C:6]([C@@H:18]([NH:20][S@@:21]([C:23]([CH3:26])([CH3:25])[CH3:24])=[O:22])[CH3:19])=[CH:5]2. The catalyst class is: 1. (2) Reactant: [CH2:1]([N:3]([CH:7](C)C)[CH:4](C)C)C.BrC1[S:12][C:13]([Br:16])=[CH:14][N:15]=1.CNC. Product: [Br:16][C:13]1[S:12][C:7]([N:3]([CH3:1])[CH3:4])=[N:15][CH:14]=1. The catalyst class is: 8. (3) Reactant: CS(O[CH:6]([CH3:16])[CH2:7][NH:8][C:9]([O:11][C:12]([CH3:15])([CH3:14])[CH3:13])=[O:10])(=O)=O.[C:17]([O-:20])(=[S:19])[CH3:18].[K+]. Product: [C:17](=[O:20])([S:19][CH:6]([CH3:16])[CH2:7][NH:8][C:9]([O:11][C:12]([CH3:13])([CH3:14])[CH3:15])=[O:10])[CH3:18]. The catalyst class is: 95. (4) Reactant: [F:1][C:2]1[CH:16]=[C:15]([N+:17]([O-:19])=[O:18])[C:14]([F:20])=[CH:13][C:3]=1[CH2:4]P(=O)(OCC)OCC.O=[C:22]1[CH2:27][CH2:26][N:25]([C:28]([O:30][C:31]([CH3:34])([CH3:33])[CH3:32])=[O:29])[CH2:24][CH2:23]1.[H-].[Na+]. Product: [F:1][C:2]1[CH:16]=[C:15]([N+:17]([O-:19])=[O:18])[C:14]([F:20])=[CH:13][C:3]=1[CH:4]=[C:22]1[CH2:27][CH2:26][N:25]([C:28]([O:30][C:31]([CH3:34])([CH3:33])[CH3:32])=[O:29])[CH2:24][CH2:23]1. The catalyst class is: 7. (5) Reactant: CN(C)[CH:3]=[O:4].[C:6](=[O:9])([O-])[O-].[K+].[K+].Br[CH2:13][C:14](OC)=[O:15].[C:18]1([OH:34])[C:28]2[CH2:27][CH2:26][C:25]3[CH:29]=[CH:30][CH:31]=[CH:32][C:24]=3[O:23][C:22]=2[CH:21]=[C:20](O)[CH:19]=1. Product: [OH:15][CH2:14][CH2:13][O:34][C:18]1[C:28]2[CH2:27][CH2:26][C:25]3[CH:29]=[CH:30][CH:31]=[CH:32][C:24]=3[O:23][C:22]=2[CH:21]=[C:20]([O:9][CH2:6][CH2:3][OH:4])[CH:19]=1. The catalyst class is: 81. (6) Reactant: CC1(C)[O:6][C@@H:5]([C@@H:7]2[N:10]([C:11]3[CH:16]=[CH:15][C:14]([O:17][CH3:18])=[CH:13][CH:12]=3)[C:9](=[O:19])[C@@H:8]2[O:20][Si:21]([CH:28]([CH3:30])[CH3:29])([CH:25]([CH3:27])[CH3:26])[CH:22]([CH3:24])[CH3:23])[CH2:4][O:3]1.O.C1(C)C=CC(S(O)(=O)=O)=CC=1.C(=O)([O-])O.[Na+]. Product: [OH:6][C@@H:5]([C@@H:7]1[N:10]([C:11]2[CH:12]=[CH:13][C:14]([O:17][CH3:18])=[CH:15][CH:16]=2)[C:9](=[O:19])[C@@H:8]1[O:20][Si:21]([CH:25]([CH3:27])[CH3:26])([CH:22]([CH3:24])[CH3:23])[CH:28]([CH3:30])[CH3:29])[CH2:4][OH:3]. The catalyst class is: 30. (7) Reactant: [F:1][C:2]1[CH:10]=[C:9]2[C:5]([C:6]([C:11]3[CH:12]=[CH:13][C:14]([NH:17][C:18]([CH:20]4[CH2:25][CH2:24][NH:23][CH2:22][CH2:21]4)=[O:19])=[N:15][CH:16]=3)=[CH:7][NH:8]2)=[CH:4][CH:3]=1.[CH3:26][C:27](OC(C)=O)=[O:28]. Product: [C:27]([N:23]1[CH2:24][CH2:25][CH:20]([C:18]([NH:17][C:14]2[CH:13]=[CH:12][C:11]([C:6]3[C:5]4[C:9](=[CH:10][C:2]([F:1])=[CH:3][CH:4]=4)[NH:8][CH:7]=3)=[CH:16][N:15]=2)=[O:19])[CH2:21][CH2:22]1)(=[O:28])[CH3:26]. The catalyst class is: 118.